This data is from Forward reaction prediction with 1.9M reactions from USPTO patents (1976-2016). The task is: Predict the product of the given reaction. (1) Given the reactants C([Li])CCC.[C:6]1([CH2:12][C:13]([OH:15])=[O:14])[CH:11]=[CH:10][CH:9]=[CH:8][CH:7]=1.Br[CH2:17][CH2:18][Cl:19].Cl, predict the reaction product. The product is: [Cl:19][CH2:18][CH2:17][CH:12]([C:6]1[CH:11]=[CH:10][CH:9]=[CH:8][CH:7]=1)[C:13]([OH:15])=[O:14]. (2) Given the reactants [S:1]1[C:5]2[CH2:6][NH:7][CH2:8][CH:9]([OH:10])[C:4]=2[CH:3]=[CH:2]1.[Cl:11][C:12]1[CH:13]=[C:14](F)[CH:15]=[CH:16][C:17]=1[Cl:18], predict the reaction product. The product is: [Cl:11][C:12]1[CH:13]=[C:14]([O:10][CH:9]2[CH2:8][NH:7][CH2:6][C:5]3[S:1][CH:2]=[CH:3][C:4]2=3)[CH:15]=[CH:16][C:17]=1[Cl:18]. (3) Given the reactants C1(O[C:8](=[O:21])[NH:9][C:10]2[S:11][C:12]3[N:13]=[CH:14][N:15]=[C:16]([O:19][CH3:20])[C:17]=3[N:18]=2)C=CC=CC=1.[C:22]([O:26][C:27](=[O:35])[NH:28][CH:29]1[CH2:34][CH2:33][NH:32][CH2:31][CH2:30]1)([CH3:25])([CH3:24])[CH3:23], predict the reaction product. The product is: [C:22]([O:26][C:27](=[O:35])[NH:28][CH:29]1[CH2:34][CH2:33][N:32]([C:8](=[O:21])[NH:9][C:10]2[S:11][C:12]3[N:13]=[CH:14][N:15]=[C:16]([O:19][CH3:20])[C:17]=3[N:18]=2)[CH2:31][CH2:30]1)([CH3:25])([CH3:23])[CH3:24]. (4) Given the reactants C([O:3][C:4](=[O:38])[C:5]([O:8][C:9]1[CH:14]=[CH:13][C:12]([O:15][CH2:16][CH2:17][C:18]2[N:19]=[C:20]([C:24]3[CH:29]=[CH:28][C:27]([C:30]4[CH:35]=[CH:34][C:33]([O:36][CH3:37])=[CH:32][CH:31]=4)=[CH:26][CH:25]=3)[O:21][C:22]=2[CH3:23])=[CH:11][CH:10]=1)([CH3:7])[CH3:6])C.[OH-].[Li+].C(O)C.Cl, predict the reaction product. The product is: [CH3:37][O:36][C:33]1[CH:32]=[CH:31][C:30]([C:27]2[CH:26]=[CH:25][C:24]([C:20]3[O:21][C:22]([CH3:23])=[C:18]([CH2:17][CH2:16][O:15][C:12]4[CH:11]=[CH:10][C:9]([O:8][C:5]([CH3:6])([CH3:7])[C:4]([OH:38])=[O:3])=[CH:14][CH:13]=4)[N:19]=3)=[CH:29][CH:28]=2)=[CH:35][CH:34]=1. (5) Given the reactants [NH2:1][CH2:2][CH:3]([C:5]1[CH:10]=[CH:9][C:8]([Br:11])=[CH:7][CH:6]=1)[OH:4].[OH-].[Na+].[Cl:14][CH2:15][C:16](Cl)=[O:17], predict the reaction product. The product is: [Br:11][C:8]1[CH:9]=[CH:10][C:5]([CH:3]([OH:4])[CH2:2][NH:1][C:16](=[O:17])[CH2:15][Cl:14])=[CH:6][CH:7]=1.